This data is from Reaction yield outcomes from USPTO patents with 853,638 reactions. The task is: Predict the reaction yield, written as a fraction of the theoretical maximum amount of product (1.0 means a 100% yield; for example, 0.34 means a 34% yield). (1) The reactants are C1N2CN3[CH2:10][N:4](C2)CN1C3.[F:11][C:12]1[CH:21]=[CH:20][C:15]([C:16](=[O:19])CBr)=[CH:14][C:13]=1[C:22]([F:25])([F:24])[F:23].C(OCC)(=O)C.C(O)C.[ClH:35]. No catalyst specified. The product is [ClH:35].[NH2:4][CH2:10][C:16]([C:15]1[CH:20]=[CH:21][C:12]([F:11])=[C:13]([C:22]([F:25])([F:23])[F:24])[CH:14]=1)=[O:19]. The yield is 1.00. (2) The reactants are C1(P(C2C=CC=CC=2)C2C=CC=CC=2)C=CC=CC=1.[OH:20][C:21]1[C:22]([CH2:34][CH:35]=[C:36]([CH3:39])[CH2:37]O)=[C:23]([O:32][CH3:33])[C:24]([CH3:31])=[C:25]2[C:29]=1[C:28](=[O:30])[O:27][CH2:26]2.C(Br)(Br)(Br)[Br:41]. The catalyst is ClCCl. The product is [Br:41][CH2:37][C:36]([CH3:39])=[CH:35][CH2:34][C:22]1[C:21]([OH:20])=[C:29]2[C:25]([CH2:26][O:27][C:28]2=[O:30])=[C:24]([CH3:31])[C:23]=1[O:32][CH3:33]. The yield is 0.420. (3) The reactants are [F:1][C:2]1[C:7]([CH:8]=[O:9])=[CH:6][CH:5]=[C:4]([NH:10][CH2:11][C:12]2[CH:17]=[CH:16][C:15]([O:18][CH3:19])=[CH:14][CH:13]=2)[N:3]=1.[C:20]([O:24][C:25](O[C:25]([O:24][C:20]([CH3:23])([CH3:22])[CH3:21])=[O:26])=[O:26])([CH3:23])([CH3:22])[CH3:21].CN(C1C=CC=CN=1)C. The catalyst is C(O)(C)(C)C. The product is [C:20]([O:24][C:25](=[O:26])[N:10]([C:4]1[CH:5]=[CH:6][C:7]([CH:8]=[O:9])=[C:2]([F:1])[N:3]=1)[CH2:11][C:12]1[CH:17]=[CH:16][C:15]([O:18][CH3:19])=[CH:14][CH:13]=1)([CH3:23])([CH3:22])[CH3:21]. The yield is 0.629. (4) The reactants are [CH3:1][NH2:2].Cl[C:4]1[C:9]([N+:10]([O-:12])=[O:11])=[CH:8][CH:7]=[CH:6][N:5]=1. No catalyst specified. The product is [CH3:1][NH:2][C:4]1[C:9]([N+:10]([O-:12])=[O:11])=[CH:8][CH:7]=[CH:6][N:5]=1. The yield is 0.985. (5) The reactants are [CH3:1][C:2]1[S:6][C:5]([C:7]([O:9]C)=[O:8])=[CH:4][C:3]=1[C:11]1[N:15]([CH3:16])[N:14]=[CH:13][CH:12]=1.[OH-].[Na+]. The catalyst is O1CCCC1. The product is [CH3:1][C:2]1[S:6][C:5]([C:7]([OH:9])=[O:8])=[CH:4][C:3]=1[C:11]1[N:15]([CH3:16])[N:14]=[CH:13][CH:12]=1. The yield is 0.750. (6) The reactants are [C:1](=[S:12])([S:7][CH2:8][C:9]([OH:11])=O)SCC(O)=O.C(=O)([O-])[O-].[K+].[K+].[NH2:19][CH2:20][C:21]1[S:22][CH:23]=[CH:24][CH:25]=1. The catalyst is O. The product is [S:22]1[CH:23]=[CH:24][CH:25]=[C:21]1[CH2:20][N:19]1[C:9](=[O:11])[CH2:8][S:7][C:1]1=[S:12]. The yield is 0.700. (7) The reactants are [O:1]1[CH2:4][C:3](=[CH:5][C:6]#[N:7])[CH2:2]1.[C:8]1([CH2:14][NH2:15])[CH:13]=[CH:12][CH:11]=[CH:10][CH:9]=1. No catalyst specified. The product is [CH2:14]([NH:15][C:3]1([CH2:5][C:6]#[N:7])[CH2:4][O:1][CH2:2]1)[C:8]1[CH:13]=[CH:12][CH:11]=[CH:10][CH:9]=1. The yield is 0.817. (8) The yield is 0.900. The reactants are [CH2:1]([O:3][PH:4](=[O:8])[O:5][CH2:6][CH3:7])[CH3:2].[O-]S(C(F)(F)F)(=O)=O.C(=O)([O-])[O-].[Cs+].[Cs+].C1C=[C:27]2[C:29]([C:31](O)(O)[C:32](=O)[C:26]2=CC=1)=O. The catalyst is O1CCCC1.ClCCl.O.CO. The product is [CH2:1]([O:3][PH:4](=[O:8])[O:5][CH2:6][C:7]1[CH:27]=[CH:29][CH:31]=[CH:32][CH:26]=1)[C:2]1[CH:31]=[CH:32][CH:26]=[CH:27][CH:29]=1.